Dataset: Catalyst prediction with 721,799 reactions and 888 catalyst types from USPTO. Task: Predict which catalyst facilitates the given reaction. (1) Reactant: C1(N=C=N)CCCCC1.[CH3:10][CH:11]([CH3:30])[CH2:12][S:13]([CH2:16][CH:17]([CH2:21][C:22]([N:24]1[CH2:29][CH2:28][O:27][CH2:26][CH2:25]1)=[O:23])[C:18]([OH:20])=O)(=[O:15])=[O:14].[NH2:31][CH:32]([CH2:46][CH3:47])[C@@H:33]([C:35]1[N:39]=[C:38]([C:40]2[CH:45]=[CH:44][CH:43]=[CH:42][CH:41]=2)[O:37][N:36]=1)[OH:34]. Product: [OH:34][CH:33]([C:35]1[N:39]=[C:38]([C:40]2[CH:45]=[CH:44][CH:43]=[CH:42][CH:41]=2)[O:37][N:36]=1)[C@@H:32]([NH:31][C:18](=[O:20])[CH:17]([CH2:16][S:13]([CH2:12][CH:11]([CH3:10])[CH3:30])(=[O:14])=[O:15])[CH2:21][C:22]([N:24]1[CH2:29][CH2:28][O:27][CH2:26][CH2:25]1)=[O:23])[CH2:46][CH3:47]. The catalyst class is: 2. (2) Reactant: [N:1]1([C:7]2[N:8]=[C:9]([CH2:14][C:15]([O-:17])=O)[NH:10][C:11](=[O:13])[CH:12]=2)[CH2:6][CH2:5][O:4][CH2:3][CH2:2]1.[Na+].[NH2:19][C:20]1[CH:21]=[CH:22][CH:23]=[C:24]2[C:29]=1[NH:28][CH2:27][CH2:26][CH2:25]2.Cl.CN(C)CCCN=C=NCC. Product: [N:1]1([C:7]2[N:8]=[C:9]([CH2:14][C:15]([NH:19][C:20]3[CH:21]=[CH:22][CH:23]=[C:24]4[C:29]=3[NH:28][CH2:27][CH2:26][CH2:25]4)=[O:17])[NH:10][C:11](=[O:13])[CH:12]=2)[CH2:2][CH2:3][O:4][CH2:5][CH2:6]1. The catalyst class is: 672. (3) The catalyst class is: 9. Reactant: [F:1][C:2]1[C:24]([F:25])=[CH:23][CH:22]=[CH:21][C:3]=1[CH2:4][S:5][C:6]1[N:7]([CH2:17][C:18](O)=[O:19])[C:8]2[C:13]([C:14](=[O:16])[CH:15]=1)=[CH:12][CH:11]=[CH:10][CH:9]=2.[CH3:26][C:27]1[N:28]([CH2:32][CH2:33][NH:34][CH2:35][C:36]2[CH:41]=[CH:40][C:39]([C:42]3[CH:47]=[CH:46][C:45]([C:48]([F:51])([F:50])[F:49])=[CH:44][CH:43]=3)=[CH:38][CH:37]=2)[CH:29]=[CH:30][N:31]=1.F[P-](F)(F)(F)(F)F.N1(OC(N(C)C)=[N+](C)C)C2N=CC=CC=2N=N1.C(N(CC)C(C)C)(C)C. Product: [CH3:26][C:27]1[N:28]([CH2:32][CH2:33][N:34]([CH2:35][C:36]2[CH:37]=[CH:38][C:39]([C:42]3[CH:47]=[CH:46][C:45]([C:48]([F:51])([F:49])[F:50])=[CH:44][CH:43]=3)=[CH:40][CH:41]=2)[C:18](=[O:19])[CH2:17][N:7]2[C:8]3[C:13](=[CH:12][CH:11]=[CH:10][CH:9]=3)[C:14](=[O:16])[CH:15]=[C:6]2[S:5][CH2:4][C:3]2[CH:21]=[CH:22][CH:23]=[C:24]([F:25])[C:2]=2[F:1])[CH:29]=[CH:30][N:31]=1.